From a dataset of HIV replication inhibition screening data with 41,000+ compounds from the AIDS Antiviral Screen. Binary Classification. Given a drug SMILES string, predict its activity (active/inactive) in a high-throughput screening assay against a specified biological target. (1) The compound is CSC1=NC(c2ccccc2)CS1. The result is 0 (inactive). (2) The compound is O=C(C=Cc1ccccc1)C=Cc1ccccc1. The result is 0 (inactive). (3) The drug is CC(=O)c1c2c(cc3c1CC1(C3)Cc3ccc4c(c3C1=O)CCC4)CCC2. The result is 0 (inactive). (4) The molecule is CCCCN(CCCC)NC(=S)Nc1ccccc1. The result is 0 (inactive). (5) The compound is CC#CC(=O)Nc1ccccc1CC(c1c[nH]c2ccccc12)c1c[nH]c2ccccc12. The result is 0 (inactive).